Predict the reactants needed to synthesize the given product. From a dataset of Full USPTO retrosynthesis dataset with 1.9M reactions from patents (1976-2016). Given the product [Br:1][C:2]1[CH:7]=[C:6]([NH:20][C@@H:21]2[CH2:26][CH2:25][O:24][CH2:23][C@@H:22]2[NH:27][C:28](=[O:34])[O:29][C:30]([CH3:32])([CH3:31])[CH3:33])[CH:5]=[N:4][C:3]=1[C:9]#[N:10], predict the reactants needed to synthesize it. The reactants are: [Br:1][C:2]1[C:3]([C:9]#[N:10])=[N:4][CH:5]=[C:6](F)[CH:7]=1.CCN(C(C)C)C(C)C.[NH2:20][C@@H:21]1[CH2:26][CH2:25][O:24][CH2:23][C@@H:22]1[NH:27][C:28](=[O:34])[O:29][C:30]([CH3:33])([CH3:32])[CH3:31].